Dataset: Forward reaction prediction with 1.9M reactions from USPTO patents (1976-2016). Task: Predict the product of the given reaction. (1) Given the reactants [CH2:1]([C:8]#[N:9])[C:2]1[CH:7]=[CH:6][CH:5]=[CH:4][CH:3]=1.[H-].[Na+].[CH2:12]([N:14]=[C:15]=[S:16])[CH3:13].Br[CH2:18][C:19](Cl)=[O:20].C(=O)(O)[O-].[Na+], predict the reaction product. The product is: [CH2:12]([N:14]1[C:19](=[O:20])[CH2:18][S:16][C:15]1=[C:1]([C:2]1[CH:7]=[CH:6][CH:5]=[CH:4][CH:3]=1)[C:8]#[N:9])[CH3:13]. (2) The product is: [Cl:27][C:28]1[S:29][C:2]2[C:8]([C:9]([F:12])([F:11])[F:10])=[CH:7][CH:6]=[CH:5][C:3]=2[N:4]=1. Given the reactants F[C:2]1[C:8]([C:9]([F:12])([F:11])[F:10])=[CH:7][CH:6]=[CH:5][C:3]=1[NH2:4].SC1SC2C(C(F)(F)F)=CC=CC=2N=1.[Cl:27][C:28]1[S:29]C2C=CC(Cl)=CC=2N=1, predict the reaction product.